The task is: Predict the product of the given reaction.. This data is from Forward reaction prediction with 1.9M reactions from USPTO patents (1976-2016). (1) Given the reactants CC1(C)C2C(=C(P(C3C=CC=CC=3)C3C=CC=CC=3)C=CC=2)OC2C(P(C3C=CC=CC=3)C3C=CC=CC=3)=CC=CC1=2.C(=O)([O-])[O-].[Cs+].[Cs+].[CH:49]1([C:52]2[CH:57]=[CH:56][N:55]=[CH:54][C:53]=2[N:58]2[CH2:62][CH2:61][NH:60][C:59]2=[O:63])[CH2:51][CH2:50]1.Cl[C:65]1[N:70]=[C:69]([C:71]([F:74])([F:73])[F:72])[CH:68]=[CH:67][N:66]=1, predict the reaction product. The product is: [CH:49]1([C:52]2[CH:57]=[CH:56][N:55]=[CH:54][C:53]=2[N:58]2[CH2:62][CH2:61][N:60]([C:65]3[N:70]=[C:69]([C:71]([F:74])([F:73])[F:72])[CH:68]=[CH:67][N:66]=3)[C:59]2=[O:63])[CH2:51][CH2:50]1. (2) Given the reactants Cl[S:2]([N:5]=[C:6]=[O:7])(=[O:4])=[O:3].[CH2:8]([OH:15])[C:9]1[CH:14]=[CH:13][CH:12]=[CH:11][CH:10]=1.Cl.[NH2:17][CH:18]([C:27](=[O:33])[N:28]1[CH2:32][CH2:31][CH2:30][CH2:29]1)[CH2:19][CH2:20][CH2:21]CS(N)(=O)=O.C([N:36](CC)CC)C, predict the reaction product. The product is: [NH2:17][C@H:18]([C:27](=[O:33])[N:28]1[CH2:32][CH2:31][CH2:30][CH2:29]1)[CH2:19][CH2:20][CH2:21][NH:36][S:2]([NH:5][C:6]([O:15][CH2:8][C:9]1[CH:14]=[CH:13][CH:12]=[CH:11][CH:10]=1)=[O:7])(=[O:4])=[O:3]. (3) Given the reactants [OH:1][CH:2]1[CH2:7][CH2:6][NH:5][CH2:4][CH2:3]1.O=[C:9]1[CH2:14][CH2:13][N:12]([C:15]([O:17][CH2:18][CH3:19])=[O:16])[CH2:11][CH2:10]1.[C-:20]#[N:21].C([Al+]CC)C, predict the reaction product. The product is: [C:20]([C:9]1([N:5]2[CH2:6][CH2:7][CH:2]([OH:1])[CH2:3][CH2:4]2)[CH2:14][CH2:13][N:12]([C:15]([O:17][CH2:18][CH3:19])=[O:16])[CH2:11][CH2:10]1)#[N:21]. (4) Given the reactants [CH2:1]([O:4][C:5]1[CH:6]=[C:7]([CH:10]=[CH:11][CH:12]=1)[CH:8]=O)[CH2:2][CH3:3].[F:13][C:14]1[CH:25]=[C:24]2[C:17]([NH:18][CH:19]=[C:20]2[CH2:21][CH2:22][NH2:23])=[CH:16][CH:15]=1.[BH4-].[Na+], predict the reaction product. The product is: [F:13][C:14]1[CH:25]=[C:24]2[C:17](=[CH:16][CH:15]=1)[NH:18][CH:19]=[C:20]2[CH2:21][CH2:22][NH:23][CH2:8][C:7]1[CH:10]=[CH:11][CH:12]=[C:5]([O:4][CH2:1][CH2:2][CH3:3])[CH:6]=1. (5) The product is: [C:1]([O:5][C:6]([N:8]1[CH:12]2[CH2:13][CH2:14][CH2:15][CH:11]2[N:10]([CH2:20][CH3:21])[C:9]1=[O:16])=[O:7])([CH3:4])([CH3:2])[CH3:3]. Given the reactants [C:1]([O:5][C:6]([N:8]1[CH:12]2[CH2:13][CH2:14][CH2:15][CH:11]2[NH:10][C:9]1=[O:16])=[O:7])([CH3:4])([CH3:3])[CH3:2].[H-].[Na+].I[CH2:20][CH3:21], predict the reaction product. (6) The product is: [CH3:18][C:10]1[O:11][C:12]2[CH:17]=[CH:16][CH:15]=[CH:14][C:13]=2[C:9]=1[C:21]1[N:22]=[C:23]([N:42]2[CH2:47][CH2:46][O:45][CH2:44][CH2:43]2)[C:24]2[N:30]=[C:29]([CH2:31][N:32]3[CH2:37][CH2:36][CH:35]([C:38]([OH:41])([CH3:40])[CH3:39])[CH2:34][CH2:33]3)[CH:28]=[CH:27][C:25]=2[N:26]=1. Given the reactants CC1(C)C(C)(C)OB([C:9]2[C:13]3[CH:14]=[CH:15][CH:16]=[CH:17][C:12]=3[O:11][C:10]=2[CH3:18])O1.Cl[C:21]1[N:22]=[C:23]([N:42]2[CH2:47][CH2:46][O:45][CH2:44][CH2:43]2)[C:24]2[N:30]=[C:29]([CH2:31][N:32]3[CH2:37][CH2:36][CH:35]([C:38]([OH:41])([CH3:40])[CH3:39])[CH2:34][CH2:33]3)[CH:28]=[CH:27][C:25]=2[N:26]=1, predict the reaction product. (7) Given the reactants [CH:1]([O:3][CH2:4][CH2:5][O:6][NH2:7])=[CH2:2].[Li+].C[Si]([N-][Si](C)(C)C)(C)C.[F:18][C:19]1[C:24]2[N:25]=[CH:26][S:27][C:23]=2[CH:22]=[C:21]([C:28](OC)=[O:29])[C:20]=1[NH:32][C:33]1[CH:38]=[CH:37][C:36]([I:39])=[CH:35][C:34]=1[F:40], predict the reaction product. The product is: [F:18][C:19]1[C:24]2[N:25]=[CH:26][S:27][C:23]=2[CH:22]=[C:21]([C:28]([NH:7][O:6][CH2:5][CH2:4][O:3][CH:1]=[CH2:2])=[O:29])[C:20]=1[NH:32][C:33]1[CH:38]=[CH:37][C:36]([I:39])=[CH:35][C:34]=1[F:40]. (8) Given the reactants ClC1N=CC(C(C2C3C(=NC=CC=3)NC=2)=O)=CC=1.[NH:19]1[C:23]2=[N:24][CH:25]=[CH:26][CH:27]=[C:22]2[C:21]([C:28]([C:30]2[CH:31]=[N:32][C:33]([NH:36][CH2:37][C:38]3[CH:43]=[CH:42][C:41]([C:44]([F:47])([F:46])[F:45])=[CH:40][CH:39]=3)=[CH:34][CH:35]=2)=O)=[CH:20]1, predict the reaction product. The product is: [NH:19]1[C:23]2=[N:24][CH:25]=[CH:26][CH:27]=[C:22]2[C:21]([CH2:28][C:30]2[CH:35]=[CH:34][C:33]([NH:36][CH2:37][C:38]3[CH:43]=[CH:42][C:41]([C:44]([F:45])([F:47])[F:46])=[CH:40][CH:39]=3)=[N:32][CH:31]=2)=[CH:20]1.